This data is from HIV replication inhibition screening data with 41,000+ compounds from the AIDS Antiviral Screen. The task is: Binary Classification. Given a drug SMILES string, predict its activity (active/inactive) in a high-throughput screening assay against a specified biological target. (1) The molecule is COc1cc2ccccc2ccc1=NO. The result is 0 (inactive). (2) The molecule is CC(=O)NNc1nc(C)c(C(=O)C=CC=Cc2ccccc2)s1. The result is 0 (inactive). (3) The molecule is CC(=O)c1cc(I)c(O)c2ncccc12. The result is 0 (inactive). (4) The drug is CCOC(=O)Cc1c(C)c2ccc(OC(C)=O)c(OC(C)=O)c2oc1=O. The result is 0 (inactive). (5) The drug is O=C1C(=CNc2ccccc2Cl)C(=O)N(c2ccccc2)C(=O)N1c1ccccc1. The result is 0 (inactive). (6) The compound is O=C1c2ccccc2C(=O)N1N=Cc1ccc(O)cc1. The result is 0 (inactive).